Dataset: Forward reaction prediction with 1.9M reactions from USPTO patents (1976-2016). Task: Predict the product of the given reaction. (1) The product is: [CH3:14][NH:15][C@H:8]([C:9]([OH:11])=[O:10])[CH2:7][C:1]1[CH:6]=[CH:5][CH:4]=[CH:3][CH:2]=1. Given the reactants [C:1]1([CH2:7][C:8](=O)[C:9]([O-:11])=[O:10])[CH:6]=[CH:5][CH:4]=[CH:3][CH:2]=1.[Na+].[CH:14]1[N:15]=C(N)C2N=CN([C@@H]3O[C@H](COP(OP(OC[C@H]4O[C@@H](N5C=C(C(N)=O)CC=C5)[C@H](O)[C@@H]4O)(O)=O)(O)=O)[C@@H](O)[C@H]3OP(O)(O)=O)C=2N=1.O=C[C@@H]([C@H]([C@@H]([C@@H](CO)O)O)O)O.CN.S(=O)(=O)(O)O.[OH-].[Na+], predict the reaction product. (2) Given the reactants N[C:2]1[CH:15]=[CH:14][C:13]2[C:12]3[C:7](=[CH:8][CH:9]=[CH:10][CH:11]=3)[CH:6]=[CH:5][C:4]=2[C:3]=1[Br:16].Cl.N([O-])=O.[Na+].[PH2](=O)O, predict the reaction product. The product is: [Br:16][C:3]1[C:4]2[CH:5]=[CH:6][C:7]3[C:12](=[CH:11][CH:10]=[CH:9][CH:8]=3)[C:13]=2[CH:14]=[CH:15][CH:2]=1.